This data is from Experimentally validated miRNA-target interactions with 360,000+ pairs, plus equal number of negative samples. The task is: Binary Classification. Given a miRNA mature sequence and a target amino acid sequence, predict their likelihood of interaction. (1) The miRNA is hsa-miR-5698 with sequence UGGGGGAGUGCAGUGAUUGUGG. The protein sequence of the target gene is MRGYHGDRGSHPRPARFADQQHMDVGPAARAPYLLGSREAFSTEPRFCAPRAGLGHISPEGPLSLSEGPSVGPEGGPAGAGVGGGSSTFPRMYPGQGPFDTCEDCVGHPQGKGAPRLPPTLLDQFEKQLPVQQDGFHTLPYQRGPAGAGPGPAPGTGTAPEPRSESPSRIRHLVHSVQKLFAKSHSLEAPGKRDYNGPKAEGRGGSGGDSYPGPGSGGPHTSHHHHHHHHHHHHQSRHGKRSKSKDRKGDGRHQAKSTGWWSSDDNLDSDSGFLAGGRPPGEPGGPFCLEGPDGSYRDLS.... Result: 1 (interaction). (2) The miRNA is hsa-miR-5697 with sequence UCAAGUAGUUUCAUGAUAAAGG. The protein sequence of the target gene is MESPFSPVLPHGPDEDWESTLFAELGYFTDTDDVHFDAAHEAYENNFDHLNFDLDLMPWESDLWSPGSHFCSDMKAEPQPLSPASSSCSISSPRSTDSCSSTQHVPEELDLLSSSQSPLSLYGDSCNSPSSVEPLKEEKPVTGPGNKTEHGLTPKKKIQMSSKPSVQPKPLLLPAAPKTQTNASVPAKAIIIQTLPALMPLAKQQSIISIQPAPTKGQTVLLSQPTVVQLQSPAVLSSAQPVLAVTGGAAQLPNHVVNVLPAPVVSSPVNGKLSVTKPVLQSATRSMGSDIAVLRRQQRM.... Result: 0 (no interaction). (3) The miRNA is hsa-miR-1233-3p with sequence UGAGCCCUGUCCUCCCGCAG. The protein sequence of the target gene is MRISKPHLRSISIQCYLCLLLNSHFLTEAGIHVFILGCFSAGLPKTEANWVNVISDLKKIEDLIQSMHIDATLYTESDVHPSCKVTAMKCFLLELQVISLESGDASIHDTVENLIILANNSLSSNGNVTESGCKECEELEEKNIKEFLQSFVHIVQMFINTS. Result: 0 (no interaction). (4) The miRNA is hsa-miR-335-5p with sequence UCAAGAGCAAUAACGAAAAAUGU. The protein sequence of the target gene is MASVAWAVLKVLLLLPTQTWSPVGAGNPPDCDSPLASALPRSSFSSSSELSSSHGPGFSRLNRRDGAGGWTPLVSNKYQWLQIDLGERMEVTAVATQGGYGSSDWVTSYLLMFSDGGRNWKQYRREESIWGFPGNTNADSVVHYRLQPPFEARFLRFLPLAWNPRGRIGMRIEVYGCAYKSEVVYFDGQSALLYTLDKKPLKPIRDVISLKFKAMQSNGILLHREGQHGNHITLELIKGKLVFFLNSGNAKLPSTIAPVTLTLGSLLDDQHWHSVLIELLDTQVNFTVDKHTHHFQAKGD.... Result: 1 (interaction). (5) The miRNA is mmu-miR-5125 with sequence UCUGCCUGGGAUUUCCUUGU. The protein sequence of the target gene is MAQISNNSEFKQCSSSHPEPIRTKDVNKAEALQMEAEALAKLQKDRQMTDSPRGFELSSSTRQRTQGFNKQDYDLMVFPELDSQKRAVDIDVEKLTQAELEKILLDDNFETRKPPALPVTPVLSPSFSTQLYLRPSGQRGQWPPGLCGPSTYTLPSTYPSAYSKQATFQNGFSPRMPTFPSTESVYLRLPGQSPYFSYPLTPATPFHPQGSLPVYRPLVSPDMAKLFEKIASTSEFLKNGKARTDLEIANSKASVCNLQISPKSEDINKFDWLDLDPLSKPKVDYVEVLEHEEEKKDPVL.... Result: 1 (interaction).